The task is: Predict the reactants needed to synthesize the given product.. This data is from Full USPTO retrosynthesis dataset with 1.9M reactions from patents (1976-2016). (1) The reactants are: [ClH:1].O1CCOCC1.[C:8]1([C@H:14]2[CH2:16][C@@H:15]2[NH:17][C:18]([N:20]2[CH2:25][CH2:24][N:23](C(OC(C)(C)C)=O)[CH2:22][C@H:21]2[C:33]([O:35]C)=O)=[O:19])[CH:13]=[CH:12][CH:11]=[CH:10][CH:9]=1. Given the product [ClH:1].[C:8]1([C@H:14]2[CH2:16][C@@H:15]2[N:17]2[C:33](=[O:35])[C@@H:21]3[CH2:22][NH:23][CH2:24][CH2:25][N:20]3[C:18]2=[O:19])[CH:9]=[CH:10][CH:11]=[CH:12][CH:13]=1, predict the reactants needed to synthesize it. (2) Given the product [C:16]([C:13]1[C:4]([CH:1]2[CH2:3][CH2:2]2)=[CH:5][C:6]([CH3:15])=[C:7]([CH:12]=1)[C:8]([O:10][CH3:11])=[O:9])#[N:17], predict the reactants needed to synthesize it. The reactants are: [CH:1]1([C:4]2[C:13](I)=[CH:12][C:7]([C:8]([O:10][CH3:11])=[O:9])=[C:6]([CH3:15])[CH:5]=2)[CH2:3][CH2:2]1.[CH3:16][N:17](C=O)C. (3) Given the product [CH3:1][C@@H:2]1[CH2:6][CH2:5][CH2:4][N:3]1[CH2:7][CH2:8][C:9]1[CH:10]=[CH:11][C:12]([C:15]2[CH:20]=[CH:19][C:18]([C:21]3([C:26]([NH:30][CH2:31][CH2:32][C:33]([O:35][C:36]([CH3:39])([CH3:38])[CH3:37])=[O:34])=[O:27])[CH2:22][CH2:23][CH2:24][CH2:25]3)=[CH:17][CH:16]=2)=[CH:13][CH:14]=1, predict the reactants needed to synthesize it. The reactants are: [CH3:1][C@@H:2]1[CH2:6][CH2:5][CH2:4][N:3]1[CH2:7][CH2:8][C:9]1[CH:14]=[CH:13][C:12]([C:15]2[CH:20]=[CH:19][C:18]([C:21]3([C:26](O)=[O:27])[CH2:25][CH2:24][CH2:23][CH2:22]3)=[CH:17][CH:16]=2)=[CH:11][CH:10]=1.Cl.[NH2:30][CH2:31][CH2:32][C:33]([O:35][C:36]([CH3:39])([CH3:38])[CH3:37])=[O:34].CN(C(ON1N=NC2C=CC=NC1=2)=[N+](C)C)C.F[P-](F)(F)(F)(F)F.Cl.